This data is from Full USPTO retrosynthesis dataset with 1.9M reactions from patents (1976-2016). The task is: Predict the reactants needed to synthesize the given product. Given the product [O:1]1[C:8]2[CH:7]=[C:6]([C:9]([O:11][CH:14]([O:13][C:12]([O:17][CH:18]([CH3:20])[CH3:19])=[O:21])[CH3:15])=[O:10])[NH:5][C:4]=2[CH:3]=[CH:2]1, predict the reactants needed to synthesize it. The reactants are: [O:1]1[C:8]2[CH:7]=[C:6]([C:9]([OH:11])=[O:10])[NH:5][C:4]=2[CH:3]=[CH:2]1.[C:12](=[O:21])([O:17][CH:18]([CH3:20])[CH3:19])[O:13][CH:14](Cl)[CH3:15].